This data is from Merck oncology drug combination screen with 23,052 pairs across 39 cell lines. The task is: Regression. Given two drug SMILES strings and cell line genomic features, predict the synergy score measuring deviation from expected non-interaction effect. (1) Drug 1: NC1CCCCC1N.O=C(O)C(=O)O.[Pt+2]. Drug 2: Cn1cc(-c2cnn3c(N)c(Br)c(C4CCCNC4)nc23)cn1. Cell line: NCIH1650. Synergy scores: synergy=10.6. (2) Drug 1: O=S1(=O)NC2(CN1CC(F)(F)F)C1CCC2Cc2cc(C=CCN3CCC(C(F)(F)F)CC3)ccc2C1. Drug 2: CN(C)C(=N)N=C(N)N. Cell line: NCIH1650. Synergy scores: synergy=8.31. (3) Drug 1: CCC1(O)CC2CN(CCc3c([nH]c4ccccc34)C(C(=O)OC)(c3cc4c(cc3OC)N(C)C3C(O)(C(=O)OC)C(OC(C)=O)C5(CC)C=CCN6CCC43C65)C2)C1. Drug 2: CC(C)CC(NC(=O)C(Cc1ccccc1)NC(=O)c1cnccn1)B(O)O. Cell line: ES2. Synergy scores: synergy=17.0. (4) Drug 1: O=C(CCCCCCC(=O)Nc1ccccc1)NO. Drug 2: NC(=O)c1cccc2cn(-c3ccc(C4CCCNC4)cc3)nc12. Cell line: OVCAR3. Synergy scores: synergy=28.0. (5) Cell line: PA1. Drug 2: CCC1=CC2CN(C1)Cc1c([nH]c3ccccc13)C(C(=O)OC)(c1cc3c(cc1OC)N(C)C1C(O)(C(=O)OC)C(OC(C)=O)C4(CC)C=CCN5CCC31C54)C2. Synergy scores: synergy=-16.7. Drug 1: CN1C(=O)C=CC2(C)C3CCC4(C)C(NC(=O)OCC(F)(F)F)CCC4C3CCC12. (6) Drug 1: O=C(NOCC(O)CO)c1ccc(F)c(F)c1Nc1ccc(I)cc1F. Drug 2: CC1(c2nc3c(C(N)=O)cccc3[nH]2)CCCN1. Cell line: ZR751. Synergy scores: synergy=5.09.